This data is from Forward reaction prediction with 1.9M reactions from USPTO patents (1976-2016). The task is: Predict the product of the given reaction. (1) Given the reactants [CH3:1][O:2][C:3]1[CH:4]=[C:5]2[C:10](=[CH:11][C:12]=1[O:13][CH2:14][CH:15]1[CH2:17][O:16]1)[N:9]=[CH:8][CH:7]=[C:6]2[O:18][C:19]1[CH:24]=[CH:23][C:22]([CH3:25])=[CH:21][C:20]=1[C:26]([C:28]1[CH:33]=[CH:32][CH:31]=[CH:30][CH:29]=1)=[O:27].[CH3:34][N:35]1[CH2:40][CH2:39][NH:38][CH2:37][CH2:36]1.O, predict the reaction product. The product is: [OH:16][CH:15]([CH2:17][N:38]1[CH2:39][CH2:40][N:35]([CH3:34])[CH2:36][CH2:37]1)[CH2:14][O:13][C:12]1[CH:11]=[C:10]2[C:5]([C:6]([O:18][C:19]3[CH:24]=[CH:23][C:22]([CH3:25])=[CH:21][C:20]=3[C:26]([C:28]3[CH:29]=[CH:30][CH:31]=[CH:32][CH:33]=3)=[O:27])=[CH:7][CH:8]=[N:9]2)=[CH:4][C:3]=1[O:2][CH3:1]. (2) Given the reactants [OH:1][CH2:2][CH2:3][N:4]([CH2:13][CH2:14][OH:15])[C:5]1[CH:12]=[CH:11][C:8]([CH:9]=O)=[CH:7][CH:6]=1.[Cl-:16].[S:17]([CH2:36][CH2:37][NH:38][C:39](=[O:52])[CH2:40][N:41]1[C:45]2[CH:46]=[CH:47][CH:48]=[CH:49][C:44]=2[N+:43]([CH3:50])=[C:42]1[CH3:51])[S:18][CH2:19][CH2:20][NH:21][C:22](=[O:35])[CH2:23][N:24]1[C:28]2[CH:29]=[CH:30][CH:31]=[CH:32][C:27]=2[N+:26]([CH3:33])=[C:25]1[CH3:34].[Cl-], predict the reaction product. The product is: [Cl-:16].[S:17]([CH2:36][CH2:37][NH:38][C:39](=[O:52])[CH2:40][N:41]1[C:45]2[CH:46]=[CH:47][CH:48]=[CH:49][C:44]=2[N+:43]([CH3:50])=[C:42]1[CH:51]=[CH:9][C:8]1[CH:7]=[CH:6][C:5]([N:4]([CH2:3][CH2:2][OH:1])[CH2:13][CH2:14][OH:15])=[CH:12][CH:11]=1)[S:18][CH2:19][CH2:20][NH:21][C:22](=[O:35])[CH2:23][N:24]1[C:28]2[CH:29]=[CH:30][CH:31]=[CH:32][C:27]=2[N+:26]([CH3:33])=[C:25]1[CH:34]=[CH:9][C:8]1[CH:11]=[CH:12][C:5]([N:4]([CH2:13][CH2:14][OH:15])[CH2:3][CH2:2][OH:1])=[CH:6][CH:7]=1.[Cl-:16]. (3) Given the reactants [NH2:1][C:2]1[N:7]=[C:6]([O:8][C:9]2[CH:18]=[CH:17][C:12]([C:13](OC)=[O:14])=[CH:11][CH:10]=2)[CH:5]=[C:4]([NH2:19])[N:3]=1.[NH2:20][NH2:21], predict the reaction product. The product is: [NH2:1][C:2]1[N:7]=[C:6]([O:8][C:9]2[CH:18]=[CH:17][C:12]([C:13]([NH:20][NH2:21])=[O:14])=[CH:11][CH:10]=2)[CH:5]=[C:4]([NH2:19])[N:3]=1. (4) Given the reactants O=[C:2]([CH3:15])[CH2:3][S:4][C:5]1[CH:6]=[C:7]([CH2:11][C:12]([OH:14])=[O:13])[CH:8]=[CH:9][CH:10]=1.Cl.[CH3:17][O:18][C:19]1[CH:20]=[C:21]([NH:25]N)[CH:22]=[CH:23][CH:24]=1, predict the reaction product. The product is: [CH3:17][O:18][C:19]1[CH:24]=[CH:23][CH:22]=[C:21]2[C:20]=1[C:3]([S:4][C:5]1[CH:6]=[C:7]([CH2:11][C:12]([OH:14])=[O:13])[CH:8]=[CH:9][CH:10]=1)=[C:2]([CH3:15])[NH:25]2. (5) Given the reactants [CH3:1][O:2][C:3]1[CH:12]=[C:11]2[C:6]([N:7]=[C:8]([CH3:14])[C:9](=[O:13])[NH:10]2)=[CH:5][CH:4]=1.[H-].[Na+].FC1C=C2C(C=CC(=O)N2CCN2CCC(NCC3C=CC4OCC(=O)NC=4N=3)CC2)=CC=1.COC1C=C2C(C=CC(=O)N2[CH2:62][CH2:63][N:64]2[CH2:69][CH2:68][CH:67]([NH:70][C:71](=[O:77])[O:72][C:73]([CH3:76])([CH3:75])[CH3:74])[CH2:66][CH2:65]2)=CC=1, predict the reaction product. The product is: [CH3:1][O:2][C:3]1[CH:12]=[C:11]2[C:6]([N:7]=[C:8]([CH3:14])[C:9](=[O:13])[N:10]2[CH2:62][CH2:63][N:64]2[CH2:69][CH2:68][CH:67]([NH:70][C:71](=[O:77])[O:72][C:73]([CH3:76])([CH3:75])[CH3:74])[CH2:66][CH2:65]2)=[CH:5][CH:4]=1.